From a dataset of Catalyst prediction with 721,799 reactions and 888 catalyst types from USPTO. Predict which catalyst facilitates the given reaction. (1) Product: [Br:2][C:3]1[CH:8]=[CH:7][C:6]([CH:9]2[CH2:10][CH2:11][N:12]([CH3:15])[CH2:13][CH2:14]2)=[CH:5][CH:4]=1. Reactant: Cl.[Br:2][C:3]1[CH:8]=[CH:7][C:6]([CH:9]2[CH2:14][CH2:13][NH:12][CH2:11][CH2:10]2)=[CH:5][CH:4]=1.[C:15]([O-])(=O)C.[Na+].C=O.C(O[BH-](OC(=O)C)OC(=O)C)(=O)C.[Na+]. The catalyst class is: 61. (2) Reactant: [NH2:1][CH:2]([CH2:13][NH2:14])[C:3]([NH:5][CH:6]1[CH2:11][CH2:10][CH:9]([CH3:12])[CH2:8][CH2:7]1)=[O:4].O[C:16]1[C:17](=O)[CH2:18][O:19][CH2:20][CH:21]=1.CC1C=CC(S([O-])(=O)=O)=CC=1.C1C=C[NH+]=CC=1. Product: [CH3:12][C@H:9]1[CH2:10][CH2:11][C@H:6]([NH:5][C:3]([C:2]2[N:1]=[C:16]3[CH2:21][CH2:20][O:19][CH2:18][C:17]3=[N:14][CH:13]=2)=[O:4])[CH2:7][CH2:8]1.[CH3:12][C@H:9]1[CH2:10][CH2:11][C@H:6]([NH:5][C:3]([C:2]2[N:1]=[C:17]3[CH2:18][O:19][CH2:20][CH2:21][C:16]3=[N:14][CH:13]=2)=[O:4])[CH2:7][CH2:8]1. The catalyst class is: 48. (3) Reactant: [Cl:1][C:2]1[CH:29]=[CH:28][C:5]([CH2:6][NH:7][C:8](=[O:27])[CH2:9][CH2:10][C:11]2[CH:16]=[CH:15][C:14]([O:17][CH2:18][C:19]3[CH:24]=[CH:23][CH:22]=[CH:21][CH:20]=3)=[C:13]([O:25][CH3:26])[CH:12]=2)=[CH:4][CH:3]=1.[Cl:30]C1C=CC=CC=1.S(Cl)(Cl)(=O)=O. Product: [Cl:1][C:2]1[CH:29]=[CH:28][C:5]([CH2:6][NH:7][C:8](=[O:27])[CH2:9][CH2:10][C:11]2[CH:12]=[C:13]([O:25][CH3:26])[C:14]([O:17][CH2:18][C:19]3[CH:20]=[CH:21][CH:22]=[CH:23][CH:24]=3)=[CH:15][C:16]=2[Cl:30])=[CH:4][CH:3]=1. The catalyst class is: 11. (4) Reactant: [NH:1]1[CH:5]=[N:4][CH:3]=[N:2]1.P(Cl)(Cl)(Cl)=O.C(N(CC)CC)C.[CH3:18][C:19]1[N:27]2[C:22]([C:23](=O)[NH:24][CH:25]=[N:26]2)=[C:21]([C:29]2[CH:30]=[N:31][N:32]([CH3:41])[C:33]=2[C:34]2[CH:39]=[CH:38][C:37]([CH3:40])=[CH:36][CH:35]=2)[N:20]=1. Product: [CH3:18][C:19]1[N:27]2[C:22]([C:23]([N:1]3[CH:5]=[N:4][CH:3]=[N:2]3)=[N:24][CH:25]=[N:26]2)=[C:21]([C:29]2[CH:30]=[N:31][N:32]([CH3:41])[C:33]=2[C:34]2[CH:39]=[CH:38][C:37]([CH3:40])=[CH:36][CH:35]=2)[N:20]=1. The catalyst class is: 4. (5) Reactant: [CH3:1][O:2][C:3]1[CH:8]=[CH:7][CH:6]=[CH:5][C:4]=1[Mg]Br.BrC1C=CC=CC=1[O:18]C.[Mg].[NH2:21][C:22]1[N:26]([C:27]2[C:32]([Cl:33])=[CH:31][C:30]([Cl:34])=[CH:29][C:28]=2[Cl:35])[N:25]=[C:24]([S:36][CH3:37])[C:23]=1[C:38]#N.[Cl-].[NH4+]. Product: [NH2:21][C:22]1[N:26]([C:27]2[C:32]([Cl:33])=[CH:31][C:30]([Cl:34])=[CH:29][C:28]=2[Cl:35])[N:25]=[C:24]([S:36][CH3:37])[C:23]=1[C:38](=[O:18])[C:4]1[CH:5]=[CH:6][CH:7]=[CH:8][C:3]=1[O:2][CH3:1]. The catalyst class is: 28. (6) Reactant: [CH3:1][N:2]1[CH2:7][CH2:6][NH:5][CH2:4][CH2:3]1.[Br:8][C:9]1[CH:10]=[C:11]2[C:16](=[CH:17][CH:18]=1)[N:15]=[CH:14][C:13]([N+:19]([O-:21])=[O:20])=[C:12]2[NH:22][C:23]1[CH:28]=[CH:27][C:26](F)=[CH:25][C:24]=1[Cl:30]. Product: [Br:8][C:9]1[CH:10]=[C:11]2[C:16](=[CH:17][CH:18]=1)[N:15]=[CH:14][C:13]([N+:19]([O-:21])=[O:20])=[C:12]2[NH:22][C:23]1[CH:28]=[CH:27][C:26]([N:5]2[CH2:6][CH2:7][N:2]([CH3:1])[CH2:3][CH2:4]2)=[CH:25][C:24]=1[Cl:30]. The catalyst class is: 16.